Dataset: Reaction yield outcomes from USPTO patents with 853,638 reactions. Task: Predict the reaction yield, written as a fraction of the theoretical maximum amount of product (1.0 means a 100% yield; for example, 0.34 means a 34% yield). (1) The reactants are [O-]P([O-])([O-])=O.[K+].[K+].[K+].[CH2:9]([NH:16][C:17]([NH2:19])=[O:18])[C:10]1[CH:15]=[CH:14][CH:13]=[CH:12][CH:11]=1.Br[C:21]1[CH:26]=[CH:25][CH:24]=[CH:23][CH:22]=1.CNCCNC. The catalyst is [Cu]I.O1CCOCC1. The product is [CH2:9]([NH:16][C:17]([NH:19][C:21]1[CH:26]=[CH:25][CH:24]=[CH:23][CH:22]=1)=[O:18])[C:10]1[CH:15]=[CH:14][CH:13]=[CH:12][CH:11]=1. The yield is 0.790. (2) The reactants are [BH4-].[Na+].CO.[CH3:5][O:6][C:7](=[O:32])[CH2:8][O:9][CH2:10][C:11]#[C:12][CH2:13][N:14]1[C@@H:19](/[CH:20]=[CH:21]/[C:22](=[O:30])[CH2:23][C:24]2[CH:29]=[CH:28][CH:27]=[CH:26][CH:25]=2)[CH2:18][CH2:17][CH2:16][C:15]1=[O:31]. The catalyst is C(Cl)Cl. The product is [CH3:5][O:6][C:7](=[O:32])[CH2:8][O:9][CH2:10][C:11]#[C:12][CH2:13][N:14]1[C:15](=[O:31])[CH2:16][CH2:17][CH2:18][C@@H:19]1/[CH:20]=[CH:21]/[CH:22]([OH:30])[CH2:23][C:24]1[CH:29]=[CH:28][CH:27]=[CH:26][CH:25]=1.[OH:6][CH2:7][CH2:8][O:9][CH2:10][C:11]#[C:12][CH2:13][N:14]1[C@@H:19](/[CH:20]=[CH:21]/[CH:22]([OH:30])[CH2:23][C:24]2[CH:25]=[CH:26][CH:27]=[CH:28][CH:29]=2)[CH2:18][CH2:17][CH2:16][C:15]1=[O:31]. The yield is 0.690. (3) The reactants are [CH3:1][O:2][C:3](=[O:29])[CH2:4][CH2:5][CH2:6]/[CH:7]=[CH:8]\[CH2:9][C@H:10]1[C:14](=[O:15])[CH:13]=[CH:12][C@@H:11]1/[CH:16]=[CH:17]/[C@@H:18]([OH:28])[CH2:19][CH2:20][C:21]1[S:22][C:23]([CH3:27])=[C:24]([Br:26])[CH:25]=1.N1C(C)=CC=CC=1C.[Si:38](OS(C(F)(F)F)(=O)=O)([C:41]([CH3:44])([CH3:43])[CH3:42])([CH3:40])[CH3:39].C([O-])(O)=O.[Na+]. The catalyst is ClCCl. The product is [CH3:1][O:2][C:3](=[O:29])[CH2:4][CH2:5][CH2:6]/[CH:7]=[CH:8]\[CH2:9][C@H:10]1[C:14](=[O:15])[CH:13]=[CH:12][C@@H:11]1/[CH:16]=[CH:17]/[C@@H:18]([O:28][Si:38]([C:41]([CH3:44])([CH3:43])[CH3:42])([CH3:40])[CH3:39])[CH2:19][CH2:20][C:21]1[S:22][C:23]([CH3:27])=[C:24]([Br:26])[CH:25]=1. The yield is 0.900. (4) The reactants are ClC1C=CC=C(C(OO)=[O:9])C=1.[CH2:12]([C:15]1[CH:24]=[CH:23][CH:22]=[C:21]2[C:16]=1[CH:17]=[CH:18][CH:19]=[N:20]2)[CH:13]=[CH2:14]. The catalyst is C(Cl)Cl. The product is [CH2:12]([C:15]1[CH:24]=[CH:23][CH:22]=[C:21]2[C:16]=1[CH:17]=[CH:18][CH:19]=[N+:20]2[O-:9])[CH:13]=[CH2:14]. The yield is 0.820. (5) The reactants are Br[C:2]1[CH:7]=[CH:6][N:5]=[C:4]([C:8]2[CH:13]=[CH:12][CH:11]=[CH:10][CH:9]=2)[CH:3]=1.C([Li])CCC.Cl[Si:20]([C:33]1[CH:38]=[CH:37][CH:36]=[CH:35][CH:34]=1)([C:27]1[CH:32]=[CH:31][CH:30]=[CH:29][CH:28]=1)[C:21]1[CH:26]=[CH:25][CH:24]=[CH:23][CH:22]=1. The catalyst is C1COCC1. The product is [C:8]1([C:4]2[CH:3]=[C:2]([Si:20]([C:27]3[CH:28]=[CH:29][CH:30]=[CH:31][CH:32]=3)([C:33]3[CH:38]=[CH:37][CH:36]=[CH:35][CH:34]=3)[C:21]3[CH:22]=[CH:23][CH:24]=[CH:25][CH:26]=3)[CH:7]=[CH:6][N:5]=2)[CH:13]=[CH:12][CH:11]=[CH:10][CH:9]=1. The yield is 0.730. (6) The reactants are [CH2:1]([O:8][C:9]1[CH:10]=[CH:11][C:12]([C:20](=[O:23])[CH2:21][Br:22])=[C:13]2[C:18]=1[NH:17][C:16](=[O:19])[CH:15]=[CH:14]2)[C:2]1[CH:7]=[CH:6][CH:5]=[CH:4][CH:3]=1.O1CCCC1.B.CO. The catalyst is C1(C)C=CC=CC=1. The product is [CH2:1]([O:8][C:9]1[CH:10]=[CH:11][C:12]([C@@H:20]([OH:23])[CH2:21][Br:22])=[C:13]2[C:18]=1[NH:17][C:16](=[O:19])[CH:15]=[CH:14]2)[C:2]1[CH:3]=[CH:4][CH:5]=[CH:6][CH:7]=1. The yield is 0.810. (7) The reactants are C1[CH:5]2[C@@H:6]3[CH:10]=[CH:9][C@H:8]([CH:4]2C=C1)[CH2:7]3.[CH2:11]([CH2:14][C:15]([O-:17])=[O:16])[CH:12]=[CH2:13].C1(C=CC(O)=CC=1)O. No catalyst specified. The product is [CH:6]12[CH2:7][CH:8]([CH:4]=[CH:5]1)[CH2:9][CH2:10]2.[CH2:11]([CH2:14][C:15]([O-:17])=[O:16])[CH:12]=[CH2:13]. The yield is 0.300. (8) The catalyst is CO.O. The yield is 0.330. The product is [CH3:1][N:2]([CH:30]([CH3:32])[CH3:31])[C:3]1[C:4]([C:17]2[C:21]3[CH:22]=[C:23]([C:26]([F:29])([F:27])[F:28])[CH:24]=[CH:25][C:20]=3[O:19][CH:18]=2)=[N:5][C:6]2[C:11]([N:12]=1)=[CH:10][C:9]([C:13]([OH:15])=[O:14])=[CH:8][CH:7]=2. The reactants are [CH3:1][N:2]([CH:30]([CH3:32])[CH3:31])[C:3]1[C:4]([C:17]2[C:21]3[CH:22]=[C:23]([C:26]([F:29])([F:28])[F:27])[CH:24]=[CH:25][C:20]=3[O:19][CH:18]=2)=[N:5][C:6]2[C:11]([N:12]=1)=[CH:10][C:9]([C:13]([O:15]C)=[O:14])=[CH:8][CH:7]=2.[OH-].[Na+]. (9) The reactants are [N+:1]([C:4]1[CH:11]=[C:10]([C:12]([F:15])([F:14])[F:13])[C:9]([O:16][CH2:17][C:18]([F:21])([F:20])[F:19])=[CH:8][C:5]=1[C:6]#[N:7])([O-])=O. The catalyst is CO.Cl.[Fe]. The product is [NH2:1][C:4]1[CH:11]=[C:10]([C:12]([F:14])([F:15])[F:13])[C:9]([O:16][CH2:17][C:18]([F:19])([F:20])[F:21])=[CH:8][C:5]=1[C:6]#[N:7]. The yield is 0.840.